Dataset: Reaction yield outcomes from USPTO patents with 853,638 reactions. Task: Predict the reaction yield, written as a fraction of the theoretical maximum amount of product (1.0 means a 100% yield; for example, 0.34 means a 34% yield). The reactants are C(OC([N:8]1[CH2:13][CH2:12][CH:11]([N:14]2[C:27]3[CH:26]=[CH:25][C:24]([C:28]4[NH:32][N:31]=[N:30][N:29]=4)=[CH:23][C:22]=3[O:21][C:20]3[C:15]2=[CH:16][CH:17]=[CH:18][CH:19]=3)[CH2:10][CH2:9]1)=O)(C)(C)C.Cl. The catalyst is CN(C=O)C. The product is [NH:8]1[CH2:13][CH2:12][CH:11]([N:14]2[C:27]3[CH:26]=[CH:25][C:24]([C:28]4[NH:32][N:31]=[N:30][N:29]=4)=[CH:23][C:22]=3[O:21][C:20]3[C:15]2=[CH:16][CH:17]=[CH:18][CH:19]=3)[CH2:10][CH2:9]1. The yield is 0.440.